From a dataset of Reaction yield outcomes from USPTO patents with 853,638 reactions. Predict the reaction yield, written as a fraction of the theoretical maximum amount of product (1.0 means a 100% yield; for example, 0.34 means a 34% yield). (1) The reactants are [CH:1]([C:3]1[CH:8]=[CH:7][C:6]([CH:9]2[C:13]3[C:14]([CH3:28])=[C:15]([NH:20][C:21](=[O:27])[CH2:22][C:23]([CH3:26])([CH3:25])[CH3:24])[C:16]([CH3:19])=[C:17]([CH3:18])[C:12]=3[O:11][CH2:10]2)=[CH:5][CH:4]=1)=[O:2].[CH3:29][Mg]Br. The catalyst is C(OCC)(=O)C.CCCCCC. The product is [OH:2][CH:1]([C:3]1[CH:8]=[CH:7][C:6]([CH:9]2[C:13]3[C:14]([CH3:28])=[C:15]([NH:20][C:21](=[O:27])[CH2:22][C:23]([CH3:24])([CH3:25])[CH3:26])[C:16]([CH3:19])=[C:17]([CH3:18])[C:12]=3[O:11][CH2:10]2)=[CH:5][CH:4]=1)[CH3:29]. The yield is 0.930. (2) The reactants are F[C:2](F)(F)[C:3](O)=O.N1CCC(=C[C:15]2[CH:16]=[C:17]([CH:25]=[CH:26][CH:27]=2)[O:18][C:19]2[CH:24]=[CH:23][CH:22]=[CH:21][N:20]=2)CC1.[N:28]1[CH:33]=[CH:32][CH:31]=[C:30]([NH:34][C:35](=[O:43])OC2C=CC=CC=2)[CH:29]=1.C([N:46]([CH2:49][CH3:50])[CH2:47][CH3:48])C. The catalyst is CS(C)=O.O. The product is [O:18]([C:19]1[N:20]=[C:21]([CH:2]=[C:3]2[CH2:48][CH2:47][N:46]([C:35]([NH:34][C:30]3[CH:29]=[N:28][CH:33]=[CH:32][CH:31]=3)=[O:43])[CH2:49][CH2:50]2)[CH:22]=[CH:23][CH:24]=1)[C:17]1[CH:16]=[CH:15][CH:27]=[CH:26][CH:25]=1. The yield is 0.970. (3) The product is [F:2][C:3]1[CH:8]=[CH:7][C:6]([N:9]2[C:20](=[O:19])[C:21]([C:22]([O:24][CH2:25][CH3:26])=[O:23])=[CH:27][NH:10]2)=[CH:5][CH:4]=1. The yield is 0.480. The catalyst is O. The reactants are Cl.[F:2][C:3]1[CH:8]=[CH:7][C:6]([NH:9][NH2:10])=[CH:5][CH:4]=1.C(=O)([O-])[O-].[K+].[K+].C([O:19][CH:20]=[C:21]([C:27](OCC)=O)[C:22]([O:24][CH2:25][CH3:26])=[O:23])C. (4) The reactants are [CH2:1]([C:11]1[CH:16]=[CH:15][C:14](/[CH:17]=[CH:18]/[C:19](OC)=[O:20])=[CH:13][CH:12]=1)[CH2:2][CH2:3][CH2:4][CH2:5][CH2:6][CH2:7][CH2:8][CH2:9][CH3:10].[H-]. The catalyst is ClCCl.C1(C)C=CC=CC=1. The product is [CH2:1]([C:11]1[CH:12]=[CH:13][C:14](/[CH:17]=[CH:18]/[CH2:19][OH:20])=[CH:15][CH:16]=1)[CH2:2][CH2:3][CH2:4][CH2:5][CH2:6][CH2:7][CH2:8][CH2:9][CH3:10]. The yield is 0.980. (5) The reactants are C(OC([NH:8][C@@H:9]([CH2:19][C:20]1[CH:25]=[CH:24][C:23]([N:26]2[C:31](=[O:32])[C:30]3[CH:33]=[CH:34][N:35]=[CH:36][C:29]=3[N:28]([CH3:37])[C:27]2=[O:38])=[CH:22][N:21]=1)[C:10]([O:12][CH:13]1[CH2:18][CH2:17][CH2:16][CH2:15][CH2:14]1)=[O:11])=O)(C)(C)C.Cl. No catalyst specified. The product is [CH3:37][N:28]1[C:29]2[CH:36]=[N:35][CH:34]=[CH:33][C:30]=2[C:31](=[O:32])[N:26]([C:23]2[CH:24]=[CH:25][C:20]([CH2:19][C@@H:9]([C:10]([O:12][CH:13]3[CH2:14][CH2:15][CH2:16][CH2:17][CH2:18]3)=[O:11])[NH2:8])=[N:21][CH:22]=2)[C:27]1=[O:38]. The yield is 0.910. (6) The reactants are [CH2:1]([O:3][C:4]([C:6]1[S:10][C:9]([NH2:11])=[N:8][CH:7]=1)=[O:5])[CH3:2].[C:12]([O:16][C:17]([O:19]C(OC(C)(C)C)=O)=[O:18])([CH3:15])([CH3:14])[CH3:13].O1CCC[CH2:28]1. The catalyst is CN(C)C1C=CN=CC=1. The product is [CH2:1]([O:3][C:4]([C:6]1[S:10][C:9]([NH:11][O:19][C:17]([O:16][C:12]([CH3:15])([CH3:14])[CH3:13])=[O:18])=[N:8][C:7]=1[CH3:28])=[O:5])[CH3:2]. The yield is 0.700. (7) The reactants are [Cl:1][C:2]1[CH:7]=[CH:6][N:5]=[C:4]2[NH:8][CH:9]=[CH:10][C:3]=12.[H-].[Na+].[CH:13]([Si:16](Cl)([CH:20]([CH3:22])[CH3:21])[CH:17]([CH3:19])[CH3:18])([CH3:15])[CH3:14].[Cl-].[NH4+]. The catalyst is C1COCC1. The product is [Cl:1][C:2]1[CH:7]=[CH:6][N:5]=[C:4]2[N:8]([Si:16]([CH:20]([CH3:22])[CH3:21])([CH:17]([CH3:19])[CH3:18])[CH:13]([CH3:15])[CH3:14])[CH:9]=[CH:10][C:3]=12. The yield is 0.990. (8) The reactants are C(OC([N:8]1[CH2:13][CH2:12][N:11]([C:14]2[C:18]3[S:19][CH:20]=[CH:21][C:17]=3[O:16][N:15]=2)[CH2:10][CH2:9]1)=O)(C)(C)C.Cl. No catalyst specified. The product is [N:11]1([C:14]2[C:18]3[S:19][CH:20]=[CH:21][C:17]=3[O:16][N:15]=2)[CH2:10][CH2:9][NH:8][CH2:13][CH2:12]1. The yield is 0.840. (9) The reactants are BrC[CH2:3][CH2:4][C:5]([O:7][CH2:8][CH3:9])=[O:6].[F:10][C:11]([F:21])([F:20])[O:12][C:13]1[CH:14]=[C:15]([OH:19])[CH:16]=[CH:17][CH:18]=1.C(=O)([O-])[O-].[K+].[K+]. The catalyst is CC(C)=O. The product is [F:10][C:11]([F:20])([F:21])[O:12][C:13]1[CH:14]=[C:15]([CH:16]=[CH:17][CH:18]=1)[O:19][CH2:3][CH2:4][C:5]([O:7][CH2:8][CH3:9])=[O:6]. The yield is 0.921.